Dataset: Full USPTO retrosynthesis dataset with 1.9M reactions from patents (1976-2016). Task: Predict the reactants needed to synthesize the given product. Given the product [Br:19][C:14]1[N:15]([CH3:18])[N:16]=[C:17]2[C:13]=1[CH:12]=[CH:11][CH:10]=[C:9]2[C:3]1[CH:4]=[CH:5][C:6]([Cl:8])=[CH:7][C:2]=1[Cl:1], predict the reactants needed to synthesize it. The reactants are: [Cl:1][C:2]1[CH:7]=[C:6]([Cl:8])[CH:5]=[CH:4][C:3]=1[C:9]1[C:17]2[C:13](=[CH:14][N:15]([CH3:18])[N:16]=2)[CH:12]=[CH:11][CH:10]=1.[Br:19]Br.